Binary Classification. Given a miRNA mature sequence and a target amino acid sequence, predict their likelihood of interaction. From a dataset of Experimentally validated miRNA-target interactions with 360,000+ pairs, plus equal number of negative samples. Result: 0 (no interaction). The miRNA is cel-miR-253-3p with sequence UUAGUAGGCGUUGUGGGAAGGG. The protein sequence of the target gene is MGGEAGADGPRGRVKSLGLVFEDESKGCYSSGETVAGHVLLEAAEPVALRGLRLEAQGRATSAWGPSAGARVCIGGGSPAASSEVEYLNLRLSLLEAPAGEGVTLLQPGKHEFPFRFQLPSEPLATSFTGKYGSIQYCVRAVLERPQVPDQSVRRELQVVSHVDVNTPPLLTPMLKTQEKMVGCWLFTSGPVSLSVKIERKGYCNGEAIPIYAEIENCSSRLVVPKAAIFQTQTYLASGKTKTVRHMVANVRGNHIGSGSTDTWNGKMLKIPPVTPSILDCCIIRVDYSLAVYIHIPGAK....